Dataset: Full USPTO retrosynthesis dataset with 1.9M reactions from patents (1976-2016). Task: Predict the reactants needed to synthesize the given product. (1) Given the product [NH2:3][OH:4].[CH3:1][C:2]1[C:6]([C:7]2[N:8]([C:19]3[CH:24]=[CH:23][C:22]([OH:25])=[CH:21][CH:20]=3)[C:9]3[C:14]([C:15]=2[C:16]([O:30][CH3:32])=[O:17])=[CH:13][CH:12]=[CH:11][CH:10]=3)=[C:5]([CH3:26])[O:4][N:3]=1, predict the reactants needed to synthesize it. The reactants are: [CH3:1][C:2]1[C:6]([C:7]2[N:8]([C:19]3[CH:24]=[CH:23][C:22]([OH:25])=[CH:21][CH:20]=3)[C:9]3[C:14]([C:15]=2[C:16](Cl)=[O:17])=[CH:13][CH:12]=[CH:11][CH:10]=3)=[C:5]([CH3:26])[O:4][N:3]=1.Cl.NO.[OH-:30].[K+].[CH3:32]O. (2) Given the product [CH3:27][NH:28][C:29]([C:31]1[C:32](=[O:49])[N:33]([C:39]2[CH:44]=[CH:43][CH:42]=[C:41]([C:45]([F:48])([F:46])[F:47])[CH:40]=2)[C:34]([CH3:38])=[C:35]([C:6]2[N:10]([C:11]3[CH:12]=[CH:13][C:14]([C:15]#[N:16])=[CH:17][CH:18]=3)[N:9]=[N:8][CH:7]=2)[CH:36]=1)=[O:30], predict the reactants needed to synthesize it. The reactants are: C([Sn](CCCC)(CCCC)[C:6]1[N:10]([C:11]2[CH:18]=[CH:17][C:14]([C:15]#[N:16])=[CH:13][CH:12]=2)[N:9]=[N:8][CH:7]=1)CCC.[CH3:27][NH:28][C:29]([C:31]1[C:32](=[O:49])[N:33]([C:39]2[CH:44]=[CH:43][CH:42]=[C:41]([C:45]([F:48])([F:47])[F:46])[CH:40]=2)[C:34]([CH3:38])=[C:35](I)[CH:36]=1)=[O:30]. (3) The reactants are: [Cl:1][C:2]1[CH:8]=[C:7]([N+:9]([O-:11])=[O:10])[CH:6]=[CH:5][C:3]=1[NH2:4].Cl[C:13]([O:15][CH2:16][CH3:17])=[O:14]. Given the product [CH2:16]([O:15][C:13](=[O:14])[NH:4][C:3]1[CH:5]=[CH:6][C:7]([N+:9]([O-:11])=[O:10])=[CH:8][C:2]=1[Cl:1])[CH3:17], predict the reactants needed to synthesize it. (4) Given the product [Cl:12][CH2:11][C:9]1[O:10][C:6]([C:4]([OH:5])=[O:3])=[CH:7][N:8]=1, predict the reactants needed to synthesize it. The reactants are: C([O:3][C:4]([C:6]1[O:10][C:9]([CH2:11][Cl:12])=[N:8][CH:7]=1)=[O:5])C.[OH-].[Na+].Cl. (5) The reactants are: [Cl:1][CH2:2][CH2:3][N:4]1[C:12]2[C:7](=[CH:8][C:9]([O:13][CH3:14])=[CH:10][CH:11]=2)[CH:6]=[C:5]1[CH:15]=O.[CH2:17]([SH:21])[CH2:18][CH2:19][SH:20].[Cl-].[Na+]. Given the product [Cl:1][CH2:2][CH2:3][N:4]1[C:12]2[C:7](=[CH:8][C:9]([O:13][CH3:14])=[CH:10][CH:11]=2)[CH:6]=[C:5]1[CH:15]1[S:21][CH2:17][CH2:18][CH2:19][S:20]1, predict the reactants needed to synthesize it. (6) Given the product [OH:20][C:13]1[CH:14]=[CH:15][C:16]2[C@@H:17]3[C@H:8]([C@H:5]4[C@@:3]([CH2:19][CH2:18]3)([CH3:4])[C@@H:2]([OH:1])[CH2:7][CH2:6]4)[C@H:9]([CH2:22][CH2:23][CH2:24][CH2:25][CH2:26][CH2:27][CH2:28][CH2:29][CH2:30][CH:31]([CH2:37][CH2:38][CH2:39][C:40]([F:45])([F:46])[C:41]([F:42])([F:43])[F:44])[C:32]([O:34][CH2:35][CH3:36])=[O:33])[CH2:10][C:11]=2[CH:12]=1, predict the reactants needed to synthesize it. The reactants are: [OH:1][C@H:2]1[CH2:7][CH2:6][C@H:5]2[C@H:8]3[C@H:17]([CH2:18][CH2:19][C@:3]12[CH3:4])[C:16]1[CH:15]=[CH:14][C:13]([O:20]C)=[CH:12][C:11]=1[CH2:10][C@H:9]3[CH2:22][CH2:23][CH2:24][CH2:25][CH2:26][CH2:27][CH2:28][CH2:29][CH2:30][CH:31]([CH2:37][CH2:38][CH2:39][C:40]([F:46])([F:45])[C:41]([F:44])([F:43])[F:42])[C:32]([O:34][CH2:35][CH3:36])=[O:33].[Br-].[Br-].[Br-].B.O. (7) The reactants are: P([O-])([O-])([O-])=O.[K+].[K+].[K+].[N+:9]([C:12]1[CH:17]=[CH:16][C:15]([OH:18])=[CH:14][CH:13]=1)([O-:11])=[O:10].CO.C1N=C(N)C2N=CN([C@@H]3[O:34][C@H](COP(OP(OC[C@H]4O[C@@H](N5C=C(C(N)=O)CC=C5)[C@H](O)[C@@H]4O)(O)=O)(O)=O)[C@@H](O)[C@H]3OP(O)(O)=O)C=2N=1.[Cl-].[Mg+2].[Cl-].[Cl-].[Mg+2].[Cl-].FC(F)(F)C(O)=O. Given the product [N+:9]([C:12]1[CH:17]=[C:16]([OH:34])[C:15](=[CH:14][CH:13]=1)[OH:18])([O-:11])=[O:10], predict the reactants needed to synthesize it. (8) Given the product [CH2:21]([CH:12]([C:3]1[CH:4]=[CH:5][C:6]([NH2:9])=[C:7]([F:8])[C:2]=1[F:1])[C:13]([OH:15])=[O:14])[CH3:22], predict the reactants needed to synthesize it. The reactants are: [F:1][C:2]1[C:7]([F:8])=[C:6]([N+:9]([O-])=O)[CH:5]=[CH:4][C:3]=1[CH2:12][C:13]([O:15]CC)=[O:14].Cl[Sn]Cl.[CH3:21][CH2:22]O. (9) The reactants are: [Cl:1][C:2]1[CH:7]=[CH:6][C:5]([C:8]2[CH:9]=[C:10]([NH2:19])[CH:11]=[N:12][C:13]=2[O:14][CH2:15][CH:16]2[CH2:18][CH2:17]2)=[CH:4][CH:3]=1.[C:20](O)(=[O:27])[C:21]1[CH:26]=[CH:25][N:24]=[CH:23][CH:22]=1. Given the product [Cl:1][C:2]1[CH:7]=[CH:6][C:5]([C:8]2[CH:9]=[C:10]([NH:19][C:20](=[O:27])[C:21]3[CH:26]=[CH:25][N:24]=[CH:23][CH:22]=3)[CH:11]=[N:12][C:13]=2[O:14][CH2:15][CH:16]2[CH2:18][CH2:17]2)=[CH:4][CH:3]=1, predict the reactants needed to synthesize it.